Dataset: Full USPTO retrosynthesis dataset with 1.9M reactions from patents (1976-2016). Task: Predict the reactants needed to synthesize the given product. Given the product [F:22][C:10]([F:9])([F:21])[CH2:11][O:12][C:13]1[CH:18]=[CH:17][N:16]=[C:15]([C:19]([NH2:20])=[O:2])[CH:14]=1, predict the reactants needed to synthesize it. The reactants are: C(=O)(O)[O-:2].[Na+].Cl.NO.[F:9][C:10]([F:22])([F:21])[CH2:11][O:12][C:13]1[CH:18]=[CH:17][N:16]=[C:15]([C:19]#[N:20])[CH:14]=1.